Task: Predict which catalyst facilitates the given reaction.. Dataset: Catalyst prediction with 721,799 reactions and 888 catalyst types from USPTO (1) The catalyst class is: 82. Product: [CH3:1][C:2]1([CH3:13])[C:6]2[CH:7]=[CH:8][C:9]([N+:14]([O-:16])=[O:15])=[CH:10][C:5]=2[S:4](=[O:12])(=[O:11])[NH:3]1. Reactant: [CH3:1][C:2]1([CH3:13])[C:6]2[CH:7]=[CH:8][CH:9]=[CH:10][C:5]=2[S:4](=[O:12])(=[O:11])[NH:3]1.[N+:14]([O-])([O-:16])=[O:15].[K+]. (2) Reactant: [OH:1][C:2]1[C:10]([CH2:11][CH:12]=[C:13]([CH3:21])[CH2:14][O:15][CH2:16][P:17](=[O:20])([OH:19])[OH:18])=[C:9]([O:22][CH3:23])[C:8]([CH3:24])=[C:7]2[C:3]=1[C:4](=[O:25])[O:5][CH2:6]2.[C:26]1(O)[CH:31]=[CH:30][CH:29]=[CH:28][CH:27]=1.C1(N=C=NC2CCCCC2)CCCCC1. Product: [C:26]1([O:20][P:17]([CH2:16][O:15][CH2:14][C:13]([CH3:21])=[CH:12][CH2:11][C:10]2[C:2]([OH:1])=[C:3]3[C:7](=[C:8]([CH3:24])[C:9]=2[O:22][CH3:23])[CH2:6][O:5][C:4]3=[O:25])(=[O:19])[OH:18])[CH:31]=[CH:30][CH:29]=[CH:28][CH:27]=1. The catalyst class is: 239. (3) Reactant: [C:1]1([CH3:12])[CH:6]=[CH:5][C:4]([O:7][CH2:8][C:9]([Cl:11])=[O:10])=[CH:3][CH:2]=1.[C:13]1([C:13]2[CH:18]=[CH:17]C=[CH:15][CH:14]=2)[CH:18]=[CH:17]C(OCC(O)=O)=[CH:15][CH:14]=1.O=S(Cl)Cl. Product: [C:1]1([C:12]2[CH:17]=[CH:18][CH:13]=[CH:14][CH:15]=2)[CH:6]=[CH:5][C:4]([O:7][CH2:8][C:9]([Cl:11])=[O:10])=[CH:3][CH:2]=1. The catalyst class is: 48. (4) Reactant: [CH3:1][C@H:2]([O:5][C:6]1[CH:15]=[CH:14][C:9]([C:10]([O:12]C)=[O:11])=[CH:8][CH:7]=1)[CH2:3][CH3:4].[OH-].[Na+]. Product: [CH3:1][C@H:2]([O:5][C:6]1[CH:15]=[CH:14][C:9]([C:10]([OH:12])=[O:11])=[CH:8][CH:7]=1)[CH2:3][CH3:4]. The catalyst class is: 5. (5) Reactant: COC1C=CC(C[N:8](CC2C=CC(OC)=CC=2)[C:9]2[N:14]=[C:13]([CH3:15])[N:12]=[C:11]([C:16]3[C:17]([NH:23][C:24]4[CH:25]=[CH:26][C:27]([NH:30][C:31](=[O:33])[CH3:32])=[N:28][CH:29]=4)=[N:18][CH:19]=[C:20]([Cl:22])[CH:21]=3)[N:10]=2)=CC=1.FC(F)(F)S(O)(=O)=O. Product: [NH2:8][C:9]1[N:14]=[C:13]([CH3:15])[N:12]=[C:11]([C:16]2[C:17]([NH:23][C:24]3[CH:25]=[CH:26][C:27]([NH:30][C:31](=[O:33])[CH3:32])=[N:28][CH:29]=3)=[N:18][CH:19]=[C:20]([Cl:22])[CH:21]=2)[N:10]=1. The catalyst class is: 67. (6) Reactant: [Cl:1][C:2]1[CH:30]=[CH:29][C:5]([C:6]([NH:8][C:9]2[CH:14]=[CH:13][C:12]([CH2:15][NH:16][C:17]3[C:26]4[C:21](=[CH:22][C:23]([I:27])=[CH:24][CH:25]=4)[N:20]=[C:19](Cl)[N:18]=3)=[CH:11][CH:10]=2)=[O:7])=[CH:4][N:3]=1.[ClH:31].[CH3:32][NH:33][CH3:34].O. Product: [Cl:1][C:2]1[CH:30]=[CH:29][C:5]([C:6]([NH:8][C:9]2[CH:14]=[CH:13][C:12]([CH2:15][NH:16][C:17]3[C:26]4[C:21](=[CH:22][C:23]([I:27])=[CH:24][CH:25]=4)[N:20]=[C:19]([N:33]([CH3:34])[CH3:32])[N:18]=3)=[CH:11][CH:10]=2)=[O:7])=[CH:4][N:3]=1.[ClH:31]. The catalyst class is: 3.